Dataset: Catalyst prediction with 721,799 reactions and 888 catalyst types from USPTO. Task: Predict which catalyst facilitates the given reaction. Reactant: [CH3:1][S:2]([OH:5])(=[O:4])=[O:3].[Si]([O:13][CH2:14][CH2:15][N:16]([C:42]#[N:43])[C:17]1[CH:22]=[CH:21][C:20]([NH:23][C:24]([C:26]2[C:31]([C:32]([NH:34][C:35]3[CH:40]=[CH:39][C:38]([CH3:41])=[CH:37][N:36]=3)=[O:33])=[N:30][CH:29]=[CH:28][N:27]=2)=[O:25])=[CH:19][CH:18]=1)(C(C)(C)C)(C)C. Product: [CH3:1][S:2]([OH:5])(=[O:4])=[O:3].[NH:43]=[C:42]1[N:16]([C:17]2[CH:22]=[CH:21][C:20]([NH:23][C:24]([C:26]3[C:31]([C:32]([NH:34][C:35]4[CH:40]=[CH:39][C:38]([CH3:41])=[CH:37][N:36]=4)=[O:33])=[N:30][CH:29]=[CH:28][N:27]=3)=[O:25])=[CH:19][CH:18]=2)[CH2:15][CH2:14][O:13]1. The catalyst class is: 10.